From a dataset of Reaction yield outcomes from USPTO patents with 853,638 reactions. Predict the reaction yield, written as a fraction of the theoretical maximum amount of product (1.0 means a 100% yield; for example, 0.34 means a 34% yield). The reactants are Cl.[NH2:2][CH2:3][C:4]1[N:8]2[C:9](=[O:21])[C:10]3[NH:11][CH:12]=[N:13][C:14]=3[N:15]([CH2:16][CH2:17][CH2:18][CH2:19][CH3:20])[C:7]2=[N:6][N:5]=1.[C:22](O)(=[O:29])[C:23]1[CH:28]=[CH:27][CH:26]=[CH:25][CH:24]=1.F[P-](F)(F)(F)(F)F.N1(O[P+](N(C)C)(N(C)C)N(C)C)C2C=CC=CC=2N=N1.C(N(CC)CC)C. The catalyst is CN(C=O)C. The product is [O:21]=[C:9]1[N:8]2[C:4]([CH2:3][NH:2][C:22](=[O:29])[C:23]3[CH:28]=[CH:27][CH:26]=[CH:25][CH:24]=3)=[N:5][N:6]=[C:7]2[N:15]([CH2:16][CH2:17][CH2:18][CH2:19][CH3:20])[C:14]2[N:13]=[CH:12][NH:11][C:10]1=2. The yield is 0.770.